This data is from Catalyst prediction with 721,799 reactions and 888 catalyst types from USPTO. The task is: Predict which catalyst facilitates the given reaction. (1) Reactant: [Cl:1][C:2]1[N:3]=[CH:4][C:5]2[NH:11][C:10](=[O:12])[C:9]([OH:14])([CH3:13])[CH2:8][N:7]([CH:15]3[CH2:19][CH2:18][CH2:17][CH2:16]3)[C:6]=2[N:20]=1.[CH3:21][C:22]([Si:25](Cl)([CH3:27])[CH3:26])([CH3:24])[CH3:23].N1C=CN=C1. Product: [Si:25]([O:14][C:9]1([CH3:13])[CH2:8][N:7]([CH:15]2[CH2:19][CH2:18][CH2:17][CH2:16]2)[C:6]2[N:20]=[C:2]([Cl:1])[N:3]=[CH:4][C:5]=2[NH:11][C:10]1=[O:12])([C:22]([CH3:24])([CH3:23])[CH3:21])([CH3:27])[CH3:26]. The catalyst class is: 198. (2) Reactant: [CH3:1][O:2][C:3]1[N:8]=[C:7]([C:9]2[CH:10]=[C:11]([CH:15]=[CH:16][CH:17]=2)[C:12]([OH:14])=O)[CH:6]=[C:5]([NH:18][CH2:19][CH2:20][C:21]2[CH:26]=[CH:25][C:24]([O:27][CH3:28])=[CH:23][CH:22]=2)[N:4]=1.C(N(C(C)C)CC)(C)C.CN(C(ON1N=NC2C=CC=CC1=2)=[N+](C)C)C.[B-](F)(F)(F)F.[C:60](=[N:63]O)([NH2:62])[CH3:61]. Product: [NH:62]=[C:60]([NH:63][C:12](=[O:14])[C:11]1[CH:15]=[CH:16][CH:17]=[C:9]([C:7]2[CH:6]=[C:5]([NH:18][CH2:19][CH2:20][C:21]3[CH:26]=[CH:25][C:24]([O:27][CH3:28])=[CH:23][CH:22]=3)[N:4]=[C:3]([O:2][CH3:1])[N:8]=2)[CH:10]=1)[CH3:61]. The catalyst class is: 35.